Dataset: Reaction yield outcomes from USPTO patents with 853,638 reactions. Task: Predict the reaction yield, written as a fraction of the theoretical maximum amount of product (1.0 means a 100% yield; for example, 0.34 means a 34% yield). (1) The reactants are CCN(C(C)C)C(C)C.[CH2:10]([Li])[CH2:11][CH2:12][CH3:13].[Si]([N:22]1[CH2:26][CH2:25][CH2:24][C:23]1=[O:27])(C(C)(C)C)(C)C.BrCCC=C. The catalyst is C1COCC1. The product is [CH2:10]([CH:24]1[CH2:25][CH2:26][NH:22][C:23]1=[O:27])[CH2:11][CH:12]=[CH2:13]. The yield is 0.620. (2) The reactants are [Br:1][C:2]1[CH:10]=[C:9]([Cl:11])[C:8]([CH2:12]Br)=[CH:7][C:3]=1[N:4]([CH3:6])[CH3:5].[C-:14]#[N:15].[K+].O. The catalyst is CCCC[N+](CCCC)(CCCC)CCCC.[Br-].C(Cl)Cl.O. The product is [Br:1][C:2]1[C:3]([N:4]([CH3:6])[CH3:5])=[CH:7][C:8]([CH2:12][C:14]#[N:15])=[C:9]([Cl:11])[CH:10]=1. The yield is 0.900. (3) The reactants are C([N:8]1[CH2:14][C:13]2[N:15]=[CH:16][C:17]([N:19]([CH3:23])[CH:20]([CH3:22])[CH3:21])=[N:18][C:12]=2[O:11][C@@H:10]([CH2:24][O:25][CH3:26])[CH2:9]1)C1C=CC=CC=1.C(OCC)(=O)C.[ClH:33]. The catalyst is CO.[OH-].[OH-].[Pd+2]. The product is [ClH:33].[CH3:26][O:25][CH2:24][C@H:10]1[CH2:9][NH:8][CH2:14][C:13]2[N:15]=[CH:16][C:17]([N:19]([CH3:23])[CH:20]([CH3:21])[CH3:22])=[N:18][C:12]=2[O:11]1. The yield is 0.610. (4) The reactants are [Na].[NH2:2][C:3]([NH2:5])=[S:4].N[C:7]([C:11]1[CH:16]=[CH:15][C:14]([Br:17])=[CH:13][CH:12]=1)=[CH:8][C:9]#[N:10].Cl. The catalyst is S([O-])([O-])(=O)=O.[Cu+2].O.C(O)C. The product is [NH2:10][C:9]1[NH:5][C:3](=[S:4])[N:2]=[C:7]([C:11]2[CH:12]=[CH:13][C:14]([Br:17])=[CH:15][CH:16]=2)[CH:8]=1. The yield is 1.11.